This data is from Reaction yield outcomes from USPTO patents with 853,638 reactions. The task is: Predict the reaction yield, written as a fraction of the theoretical maximum amount of product (1.0 means a 100% yield; for example, 0.34 means a 34% yield). (1) The reactants are [CH3:1][O:2][C:3]1[CH:4]=[C:5]([S:9][C:10]2[CH:11]=[CH:12][N:13]3[C:18]=2[C:17](=[O:19])[N:16]([C:20]2[CH:25]=[CH:24][CH:23]=[CH:22][CH:21]=2)[C:15]([C@@H:26]([NH:28]C(=O)OC(C)(C)C)[CH3:27])=[N:14]3)[CH:6]=[CH:7][CH:8]=1.FC(F)(F)C(O)=O. No catalyst specified. The product is [NH2:28][C@H:26]([C:15]1[N:16]([C:20]2[CH:25]=[CH:24][CH:23]=[CH:22][CH:21]=2)[C:17](=[O:19])[C:18]2=[C:10]([S:9][C:5]3[CH:6]=[CH:7][CH:8]=[C:3]([O:2][CH3:1])[CH:4]=3)[CH:11]=[CH:12][N:13]2[N:14]=1)[CH3:27]. The yield is 0.780. (2) The reactants are [C:1]([C:5]1[CH:28]=[C:27]([F:29])[CH:26]=[CH:25][C:6]=1[O:7][CH:8]1[CH2:13][CH2:12][N:11]([C:14](=[O:24])[CH2:15][S:16][C:17]2[CH:22]=[CH:21][CH:20]=[CH:19][C:18]=2[OH:23])[CH2:10][CH2:9]1)([CH3:4])([CH3:3])[CH3:2].ClC1C=CC=C(C(OO)=[O:38])C=1.S(=O)(O)[O-].[Na+]. The catalyst is C(OCC)(=O)C. The product is [C:1]([C:5]1[CH:28]=[C:27]([F:29])[CH:26]=[CH:25][C:6]=1[O:7][CH:8]1[CH2:9][CH2:10][N:11]([C:14](=[O:24])[CH2:15][S:16]([C:17]2[CH:22]=[CH:21][CH:20]=[CH:19][C:18]=2[OH:23])=[O:38])[CH2:12][CH2:13]1)([CH3:4])([CH3:2])[CH3:3]. The yield is 0.540. (3) The product is [CH:17]1([NH:20][C:14]([CH:11]2[CH2:10][CH2:9][N:8]([C:6]([O:5][C:1]([CH3:2])([CH3:3])[CH3:4])=[O:7])[CH2:13][CH2:12]2)=[O:16])[CH2:19][CH2:18]1. The reactants are [C:1]([O:5][C:6]([N:8]1[CH2:13][CH2:12][CH:11]([C:14]([OH:16])=O)[CH2:10][CH2:9]1)=[O:7])([CH3:4])([CH3:3])[CH3:2].[CH:17]1([NH2:20])[CH2:19][CH2:18]1.CN(C(ON1N=NC2C=CC=NC1=2)=[N+](C)C)C.F[P-](F)(F)(F)(F)F. The catalyst is CN(C=O)C. The yield is 0.890. (4) The product is [C:1]([O:4][CH2:5][C:6](=[O:16])[CH2:7][C:8]1[S:22][CH:11]=[CH:10][CH:9]=1)(=[O:3])[CH3:2]. The yield is 0.130. The reactants are [C:1]([O:4][CH2:5][C:6](=[O:16])[CH2:7][C:8]1C=C[C:11](Cl)=[C:10](Cl)[CH:9]=1)(=[O:3])[CH3:2].ClCC(=O)CC1[S:22]C=CC=1.C(O)(=O)C.C(N(CC)CC)C. No catalyst specified. (5) The reactants are FC(F)(F)C([O-])=O.[F:8][C:9]1[C:10]([C:25]([NH:27][CH3:28])=[O:26])=[CH:11][C:12]2[NH:16][C:15](=[O:17])[N:14]([CH:18]3[CH2:23][CH2:22][NH2+:21][CH2:20][CH2:19]3)[C:13]=2[CH:24]=1.Cl[CH2:30][C:31]([CH:33]1[CH2:38][CH2:37][CH:36]([CH3:39])[CH2:35][CH2:34]1)=[O:32]. The catalyst is CN(C=O)C.O. The product is [F:8][C:9]1[C:10]([C:25]([NH:27][CH3:28])=[O:26])=[CH:11][C:12]2[NH:16][C:15](=[O:17])[N:14]([CH:18]3[CH2:19][CH2:20][N:21]([CH2:30][C:31]([CH:33]4[CH2:38][CH2:37][CH:36]([CH3:39])[CH2:35][CH2:34]4)=[O:32])[CH2:22][CH2:23]3)[C:13]=2[CH:24]=1. The yield is 0.100. (6) The reactants are C(OC([N:8]1[CH2:13][CH2:12][N:11]([CH2:14][C:15]2[CH:20]=[C:19]([C:21]3[CH:26]=[CH:25][C:24]([OH:27])=[CH:23][C:22]=3[F:28])[N:18]=[C:17]3[N:29](C4CCCCO4)[N:30]=[C:31]([CH3:32])[C:16]=23)[CH2:10][C:9]1([CH3:40])[CH3:39])=O)(C)(C)C.Cl. The catalyst is ClCCl. The product is [CH3:39][C:9]1([CH3:40])[NH:8][CH2:13][CH2:12][N:11]([CH2:14][C:15]2[CH:20]=[C:19]([C:21]3[CH:26]=[CH:25][C:24]([OH:27])=[CH:23][C:22]=3[F:28])[N:18]=[C:17]3[NH:29][N:30]=[C:31]([CH3:32])[C:16]=23)[CH2:10]1. The yield is 0.0700. (7) The reactants are C[O:2][C:3](=[O:40])[C:4]1[CH:9]=[CH:8][C:7]([N:10]([CH2:12][CH2:13][C:14]2[C:22]3[C:17](=[CH:18][CH:19]=[C:20]([Cl:23])[CH:21]=3)[N:16]([CH:24]([C:31]3[CH:36]=[CH:35][CH:34]=[CH:33][CH:32]=3)[C:25]3[CH:30]=[CH:29][CH:28]=[CH:27][CH:26]=3)[C:15]=2[CH2:37][CH2:38][NH2:39])[CH3:11])=[CH:6][CH:5]=1.[Cl:41][C:42]1[CH:47]=[CH:46][CH:45]=[C:44]([CH3:48])[C:43]=1[S:49](Cl)(=[O:51])=[O:50]. No catalyst specified. The product is [CH:24]([N:16]1[C:17]2[C:22](=[CH:21][C:20]([Cl:23])=[CH:19][CH:18]=2)[C:14]([CH2:13][CH2:12][N:10]([CH3:11])[C:7]2[CH:6]=[CH:5][C:4]([C:3]([OH:2])=[O:40])=[CH:9][CH:8]=2)=[C:15]1[CH2:37][CH2:38][NH:39][S:49]([C:43]1[C:44]([CH3:48])=[CH:45][CH:46]=[CH:47][C:42]=1[Cl:41])(=[O:50])=[O:51])([C:25]1[CH:30]=[CH:29][CH:28]=[CH:27][CH:26]=1)[C:31]1[CH:36]=[CH:35][CH:34]=[CH:33][CH:32]=1. The yield is 0.960.